From a dataset of Full USPTO retrosynthesis dataset with 1.9M reactions from patents (1976-2016). Predict the reactants needed to synthesize the given product. (1) Given the product [CH:16]1([CH:8]([C:3]2[CH:4]=[CH:5][CH:6]=[CH:7][C:2]=2[F:1])[C:9]([OH:11])=[O:10])[CH2:20][CH2:19][CH2:18][CH2:17]1, predict the reactants needed to synthesize it. The reactants are: [F:1][C:2]1[CH:7]=[CH:6][CH:5]=[CH:4][C:3]=1[CH2:8][C:9]([O:11]CC)=[O:10].[H-].[Na+].[CH:16]1(Br)[CH2:20][CH2:19][CH2:18][CH2:17]1. (2) Given the product [CH:1]1([CH2:4][O:5][C:6]2[C:11]([O:12][CH3:13])=[CH:10][CH:9]=[CH:8][C:7]=2/[CH:14]=[CH:15]/[C:16]2[N:17]=[C:18]3[N:22]([C:23]=2[C:24]([N:27]2[C:36]4[C:31](=[CH:32][CH:33]=[CH:34][CH:35]=4)[CH2:30][CH2:29][CH2:28]2)=[O:26])[CH:21]=[CH:20][S:19]3)[CH2:2][CH2:3]1, predict the reactants needed to synthesize it. The reactants are: [CH:1]1([CH2:4][O:5][C:6]2[C:11]([O:12][CH3:13])=[CH:10][CH:9]=[CH:8][C:7]=2/[CH:14]=[CH:15]/[C:16]2[N:17]=[C:18]3[N:22]([C:23]=2[C:24]([OH:26])=O)[CH:21]=[CH:20][S:19]3)[CH2:3][CH2:2]1.[NH:27]1[C:36]2[C:31](=[CH:32][CH:33]=[CH:34][CH:35]=2)[CH2:30][CH2:29][CH2:28]1.C(N(CC)CC)C. (3) Given the product [Cl:1][C:2]1[CH:3]=[CH:4][CH:5]=[C:6]2[C:11]=1[N:10]=[CH:9][C:8]([CH:12]([NH:14][S:15]([C:17]([CH3:19])([CH3:20])[CH3:18])=[O:16])[CH3:13])=[C:7]2[C:21]1[CH:26]=[CH:25][CH:24]=[CH:23][N:22]=1, predict the reactants needed to synthesize it. The reactants are: [Cl:1][C:2]1[CH:3]=[CH:4][CH:5]=[C:6]2[C:11]=1[N:10]=[CH:9][C:8](/[C:12](=[N:14]/[S:15]([C:17]([CH3:20])([CH3:19])[CH3:18])=[O:16])/[CH3:13])=[C:7]2[C:21]1[CH:26]=[CH:25][CH:24]=[CH:23][N:22]=1.O.[BH4-].[Na+].